Dataset: Catalyst prediction with 721,799 reactions and 888 catalyst types from USPTO. Task: Predict which catalyst facilitates the given reaction. (1) Reactant: [CH2:1]([O:3][C:4]([C:6]1[NH:7][C:8]2[C:13]([CH:14]=1)=[CH:12][C:11]([O:15][CH3:16])=[C:10]([Br:17])[CH:9]=2)=[O:5])[CH3:2].[C:18](O[C:18]([O:20][C:21]([CH3:24])([CH3:23])[CH3:22])=[O:19])([O:20][C:21]([CH3:24])([CH3:23])[CH3:22])=[O:19]. Product: [CH3:2][CH2:1][O:3][C:4]([C:6]1[N:7]([C:18]([O:20][C:21]([CH3:24])([CH3:23])[CH3:22])=[O:19])[C:8]2[C:13]([CH:14]=1)=[CH:12][C:11]([O:15][CH3:16])=[C:10]([Br:17])[CH:9]=2)=[O:5]. The catalyst class is: 119. (2) Reactant: Cl[CH2:2][CH2:3][O:4][C:5]1[CH:10]=[CH:9][CH:8]=[CH:7][C:6]=1[C:11]1([NH:14][C:15]2[C:16](=[O:35])[N:17]([C:21]3[CH:22]=[C:23]([CH:30]=[C:31]([F:34])[C:32]=3[CH3:33])[C:24]([NH:26][CH:27]3[CH2:29][CH2:28]3)=[O:25])[CH:18]=[CH:19][N:20]=2)[CH2:13][CH2:12]1.[CH3:36][NH2:37]. Product: [CH:27]1([NH:26][C:24](=[O:25])[C:23]2[CH:22]=[C:21]([N:17]3[CH:18]=[CH:19][N:20]=[C:15]([NH:14][C:11]4([C:6]5[CH:7]=[CH:8][CH:9]=[CH:10][C:5]=5[O:4][CH2:3][CH2:2][NH:37][CH3:36])[CH2:13][CH2:12]4)[C:16]3=[O:35])[C:32]([CH3:33])=[C:31]([F:34])[CH:30]=2)[CH2:29][CH2:28]1. The catalyst class is: 127. (3) Reactant: C([O-])(=O)C.[C:5]1([CH2:11][O:12][CH2:13][CH2:14][O:15][CH2:16][CH2:17][O:18][CH2:19][CH2:20][O:21][CH2:22][CH2:23][O:24][CH2:25][CH2:26][O:27][CH2:28][CH2:29][NH3+:30])[CH:10]=[CH:9][CH:8]=[CH:7][CH:6]=1.[F:31][C:32]([F:39])([F:38])[C:33](OCC)=[O:34]. Product: [C:5]1([CH2:11][O:12][CH2:13][CH2:14][O:15][CH2:16][CH2:17][O:18][CH2:19][CH2:20][O:21][CH2:22][CH2:23][O:24][CH2:25][CH2:26][O:27][CH2:28][CH2:29][NH:30][C:33](=[O:34])[C:32]([F:39])([F:38])[F:31])[CH:10]=[CH:9][CH:8]=[CH:7][CH:6]=1. The catalyst class is: 5.